Dataset: Forward reaction prediction with 1.9M reactions from USPTO patents (1976-2016). Task: Predict the product of the given reaction. (1) Given the reactants [OH-].[Na+].C1COCC1.[F:8][C:9]([F:37])([F:36])[C:10]1[CH:11]=[C:12]([CH:33]=[CH:34][CH:35]=1)[CH2:13][C:14]1[S:15][C:16]2[CH:22]=[CH:21][CH:20]=[C:19]([C:23]3[CH:28]=[C:27]([C:29]([O:31]C)=[O:30])[CH:26]=[CH:25][N:24]=3)[C:17]=2[CH:18]=1.Cl, predict the reaction product. The product is: [F:37][C:9]([F:8])([F:36])[C:10]1[CH:11]=[C:12]([CH:33]=[CH:34][CH:35]=1)[CH2:13][C:14]1[S:15][C:16]2[CH:22]=[CH:21][CH:20]=[C:19]([C:23]3[CH:28]=[C:27]([C:29]([OH:31])=[O:30])[CH:26]=[CH:25][N:24]=3)[C:17]=2[CH:18]=1. (2) The product is: [CH3:2][O:3][C:4]1[CH:9]=[CH:8][C:7]([N:10]2[C:7]([NH2:10])=[CH:6][C:13]([CH:14]3[CH2:9][CH2:4][CH2:5][O:15]3)=[N:11]2)=[CH:6][CH:5]=1. Given the reactants Cl.[CH3:2][O:3][C:4]1[CH:9]=[CH:8][C:7]([NH:10][NH2:11])=[CH:6][CH:5]=1.Cl.[CH3:13][CH2:14][OH:15], predict the reaction product. (3) Given the reactants [CH3:1][O:2][C:3]1[CH:8]=[CH:7][C:6]([C:9]2[N:14]=[C:13]([CH2:15][CH2:16][OH:17])[C:12]([CH3:18])=[CH:11][CH:10]=2)=[CH:5][CH:4]=1.O[C:20]1[CH:21]=[C:22]2[C:26](=[CH:27][CH:28]=1)[C@H:25]([CH2:29][C:30]([O:32][CH2:33][CH3:34])=[O:31])[CH2:24][CH2:23]2.C1(P(C2C=CC=CC=2)C2C=CC=CC=2)C=CC=CC=1.N(C(N1CCCCC1)=O)=NC(N1CCCCC1)=O, predict the reaction product. The product is: [CH3:1][O:2][C:3]1[CH:8]=[CH:7][C:6]([C:9]2[N:14]=[C:13]([CH2:15][CH2:16][O:17][C:20]3[CH:21]=[C:22]4[C:26](=[CH:27][CH:28]=3)[C@H:25]([CH2:29][C:30]([O:32][CH2:33][CH3:34])=[O:31])[CH2:24][CH2:23]4)[C:12]([CH3:18])=[CH:11][CH:10]=2)=[CH:5][CH:4]=1. (4) The product is: [CH3:40][N:38]1[C:6]([CH:5]([C:9]2[CH:14]=[CH:13][C:12]([O:15][CH2:16][CH:17]3[CH2:22][CH2:21][CH2:20][C:19]4([CH2:27][CH2:26][CH2:25][CH2:24][CH2:23]4)[CH2:18]3)=[CH:11][CH:10]=2)[CH2:4][C:3]([OH:2])=[O:28])=[N:45][N:44]=[N:43]1. Given the reactants C[O:2][C:3](=[O:28])[CH2:4][CH:5]([C:9]1[CH:14]=[CH:13][C:12]([O:15][CH2:16][CH:17]2[CH2:22][CH2:21][CH2:20][C:19]3([CH2:27][CH2:26][CH2:25][CH2:24][CH2:23]3)[CH2:18]2)=[CH:11][CH:10]=1)[C:6](O)=O.Cl.C(N=C=NCCC[N:38]([CH3:40])C)C.O.O[N:43]1C2C=CC=CC=2[N:45]=[N:44]1.CN, predict the reaction product. (5) Given the reactants [N:1]1[CH:6]=[CH:5][C:4]([C:7](=[N:10][OH:11])[CH2:8][CH3:9])=[CH:3][CH:2]=1.[Li+].CC([N-]C(C)C)C.[C:20]([O:27][CH2:28][CH3:29])(=[O:26])[C:21]([O:23]CC)=O, predict the reaction product. The product is: [OH:11][N:10]=[C:7]([C:4]1[CH:3]=[CH:2][N:1]=[CH:6][CH:5]=1)[CH:8]([CH3:9])[C:21](=[O:23])[C:20]([O:27][CH2:28][CH3:29])=[O:26]. (6) Given the reactants [CH3:1][C:2]([CH3:7])=[CH:3][C:4](O)=[O:5].[NH2:8][C:9]1[CH:10]=[C:11]([CH:16]=[CH:17][CH:18]=1)[C:12]([O:14][CH3:15])=[O:13].CCN=C=NCCCN(C)C.C(OCC)(=O)C.CCCCCC, predict the reaction product. The product is: [CH3:1][C:2]([CH3:7])=[CH:3][C:4]([NH:8][C:9]1[CH:10]=[C:11]([CH:16]=[CH:17][CH:18]=1)[C:12]([O:14][CH3:15])=[O:13])=[O:5]. (7) The product is: [CH3:5][S:6]([OH:9])(=[O:8])=[O:7].[CH3:10][C:11]1[CH:19]=[C:18]([C:20]([NH:22][C:23]2[CH:28]=[CH:27][CH:26]=[C:25]([C:29]3[C:38]4[C:33](=[CH:34][C:35]([O:41][CH3:42])=[C:36]([O:39][CH3:40])[CH:37]=4)[N:32]=[C:31]([NH:43][CH3:44])[N:30]=3)[CH:24]=2)=[O:21])[CH:17]=[CH:16][C:12]=1[C:13]([OH:15])=[O:14]. Given the reactants CS(C)=O.[CH3:5][S:6]([OH:9])(=[O:8])=[O:7].[CH3:10][C:11]1[CH:19]=[C:18]([C:20]([NH:22][C:23]2[CH:28]=[CH:27][CH:26]=[C:25]([C:29]3[C:38]4[C:33](=[CH:34][C:35]([O:41][CH3:42])=[C:36]([O:39][CH3:40])[CH:37]=4)[N:32]=[C:31]([NH:43][CH3:44])[N:30]=3)[CH:24]=2)=[O:21])[CH:17]=[CH:16][C:12]=1[C:13]([OH:15])=[O:14], predict the reaction product.